Dataset: Forward reaction prediction with 1.9M reactions from USPTO patents (1976-2016). Task: Predict the product of the given reaction. (1) Given the reactants [C:1]([O:5][C:6](=[O:12])[NH:7][CH2:8][C@H:9]([NH2:11])[CH3:10])([CH3:4])([CH3:3])[CH3:2].[C:13]([O:17][CH3:18])(=[O:16])[CH:14]=[CH2:15].[CH2:19]([O:26][C:27](ON1C(=O)CCC1=O)=[O:28])[C:20]1[CH:25]=[CH:24][CH:23]=[CH:22][CH:21]=1, predict the reaction product. The product is: [CH3:18][O:17][C:13](=[O:16])[CH2:14][CH2:15][N:11]([C:27]([O:26][CH2:19][C:20]1[CH:25]=[CH:24][CH:23]=[CH:22][CH:21]=1)=[O:28])[C@H:9]([CH3:10])[CH2:8][NH:7][C:6]([O:5][C:1]([CH3:2])([CH3:4])[CH3:3])=[O:12]. (2) Given the reactants O.[Cl:2][Si](C)(C)C.[F:7][C:8]1[CH:17]=[C:16]2[C:11]([CH2:12][N:13]([CH:18]3[CH2:22][C:21](=[O:23])[NH:20][C:19]3=[O:24])[CH:14]=[N:15]2)=[CH:10][CH:9]=1, predict the reaction product. The product is: [ClH:2].[F:7][C:8]1[CH:17]=[C:16]2[C:11]([CH2:12][N:13]([CH:18]3[CH2:22][C:21](=[O:23])[NH:20][C:19]3=[O:24])[CH:14]=[N:15]2)=[CH:10][CH:9]=1. (3) The product is: [CH2:14]([O:21][CH2:22][C@@H:23]1[O:31][CH2:30][C@:26]2([C:2]3[CH:7]=[CH:6][CH:5]=[CH:4][C:3]=3[F:8])[NH:27][O:28][CH2:29][C@@H:25]2[CH2:24]1)[C:15]1[CH:20]=[CH:19][CH:18]=[CH:17][CH:16]=1. Given the reactants Br[C:2]1[CH:7]=[CH:6][CH:5]=[CH:4][C:3]=1[F:8].C([Li])CCC.[CH2:14]([O:21][CH2:22][C@@H:23]1[O:31][CH2:30][C:26]2=[N:27][O:28][CH2:29][C@@H:25]2[CH2:24]1)[C:15]1[CH:20]=[CH:19][CH:18]=[CH:17][CH:16]=1.[Cl-].[NH4+], predict the reaction product. (4) The product is: [C:1]([C:3]1[CH:8]=[CH:7][C:6]([C:9]2[CH:10]=[N:11][N:12]([C:15]3[CH:23]=[CH:22][C:18]([C:19]([N:25]([CH3:24])[CH2:26][CH2:27][CH2:28][N:29]4[CH2:34][CH2:33][CH2:32][CH2:31][CH2:30]4)=[O:20])=[CH:17][N:16]=3)[C:13]=2[OH:14])=[CH:5][CH:4]=1)#[N:2]. Given the reactants [C:1]([C:3]1[CH:8]=[CH:7][C:6]([C:9]2[CH:10]=[N:11][N:12]([C:15]3[CH:23]=[CH:22][C:18]([C:19](O)=[O:20])=[CH:17][N:16]=3)[C:13]=2[OH:14])=[CH:5][CH:4]=1)#[N:2].[CH3:24][NH:25][CH2:26][CH2:27][CH2:28][N:29]1[CH2:34][CH2:33][CH2:32][CH2:31][CH2:30]1, predict the reaction product.